From a dataset of Full USPTO retrosynthesis dataset with 1.9M reactions from patents (1976-2016). Predict the reactants needed to synthesize the given product. Given the product [F:20][C:21]([F:31])([F:32])[C:22]1[CH:30]=[CH:29][C:25]([C:26]([NH:1][C:2]2[C:6]3[CH:7]=[CH:8][CH:9]=[CH:10][C:5]=3[O:4][C:3]=2[C:11]([NH2:13])=[O:12])=[O:27])=[CH:24][CH:23]=1, predict the reactants needed to synthesize it. The reactants are: [NH2:1][C:2]1[C:6]2[CH:7]=[CH:8][CH:9]=[CH:10][C:5]=2[O:4][C:3]=1[C:11]([NH2:13])=[O:12].N1C=CC=CC=1.[F:20][C:21]([F:32])([F:31])[C:22]1[CH:30]=[CH:29][C:25]([C:26](Cl)=[O:27])=[CH:24][CH:23]=1.